This data is from Peptide-MHC class I binding affinity with 185,985 pairs from IEDB/IMGT. The task is: Regression. Given a peptide amino acid sequence and an MHC pseudo amino acid sequence, predict their binding affinity value. This is MHC class I binding data. (1) The peptide sequence is QTVEDEARRM. The MHC is HLA-A02:01 with pseudo-sequence HLA-A02:01. The binding affinity (normalized) is 0.109. (2) The MHC is HLA-B57:01 with pseudo-sequence HLA-B57:01. The binding affinity (normalized) is 0.0847. The peptide sequence is ETIEDYLGY. (3) The peptide sequence is QSYVDRFY. The MHC is Mamu-B01 with pseudo-sequence Mamu-B01. The binding affinity (normalized) is 0. (4) The peptide sequence is ISPMGKLTFF. The binding affinity (normalized) is 0. The MHC is Mamu-B08 with pseudo-sequence Mamu-B08. (5) The peptide sequence is QPEWFRNVL. The MHC is HLA-B27:05 with pseudo-sequence HLA-B27:05. The binding affinity (normalized) is 0.0847. (6) The peptide sequence is RSNAALGAIF. The MHC is HLA-B07:02 with pseudo-sequence HLA-B07:02. The binding affinity (normalized) is 0.518. (7) The peptide sequence is HSLLYQSHL. The MHC is Mamu-A01 with pseudo-sequence Mamu-A01. The binding affinity (normalized) is 0.